This data is from NCI-60 drug combinations with 297,098 pairs across 59 cell lines. The task is: Regression. Given two drug SMILES strings and cell line genomic features, predict the synergy score measuring deviation from expected non-interaction effect. (1) Drug 1: CC1=CC=C(C=C1)C2=CC(=NN2C3=CC=C(C=C3)S(=O)(=O)N)C(F)(F)F. Drug 2: CC1CCC2CC(C(=CC=CC=CC(CC(C(=O)C(C(C(=CC(C(=O)CC(OC(=O)C3CCCCN3C(=O)C(=O)C1(O2)O)C(C)CC4CCC(C(C4)OC)OCCO)C)C)O)OC)C)C)C)OC. Cell line: OVCAR-5. Synergy scores: CSS=18.9, Synergy_ZIP=-0.846, Synergy_Bliss=2.51, Synergy_Loewe=-31.5, Synergy_HSA=0.434. (2) Drug 1: CNC(=O)C1=NC=CC(=C1)OC2=CC=C(C=C2)NC(=O)NC3=CC(=C(C=C3)Cl)C(F)(F)F. Drug 2: C#CCC(CC1=CN=C2C(=N1)C(=NC(=N2)N)N)C3=CC=C(C=C3)C(=O)NC(CCC(=O)O)C(=O)O. Cell line: HOP-92. Synergy scores: CSS=-3.71, Synergy_ZIP=-2.39, Synergy_Bliss=-6.66, Synergy_Loewe=-6.39, Synergy_HSA=-6.32.